Dataset: Peptide-MHC class I binding affinity with 185,985 pairs from IEDB/IMGT. Task: Regression. Given a peptide amino acid sequence and an MHC pseudo amino acid sequence, predict their binding affinity value. This is MHC class I binding data. (1) The peptide sequence is KQHFKPPKF. The MHC is HLA-A24:02 with pseudo-sequence HLA-A24:02. The binding affinity (normalized) is 0.244. (2) The peptide sequence is SPGEIKPKF. The MHC is HLA-B51:01 with pseudo-sequence HLA-B51:01. The binding affinity (normalized) is 0.